This data is from TCR-epitope binding with 47,182 pairs between 192 epitopes and 23,139 TCRs. The task is: Binary Classification. Given a T-cell receptor sequence (or CDR3 region) and an epitope sequence, predict whether binding occurs between them. (1) The epitope is QYDPVAALF. The TCR CDR3 sequence is CASSLGDGYTF. Result: 0 (the TCR does not bind to the epitope). (2) The epitope is KAFSPEVIPMF. The TCR CDR3 sequence is CASSLMPGTDTQYF. Result: 1 (the TCR binds to the epitope).